Dataset: Full USPTO retrosynthesis dataset with 1.9M reactions from patents (1976-2016). Task: Predict the reactants needed to synthesize the given product. (1) The reactants are: [C:1]([O:10][CH3:11])(=[O:9])[C:2]1[C:3](=[CH:5][CH:6]=[CH:7][CH:8]=1)[OH:4].O[CH:13]1[CH2:18][CH2:17][N:16]([C:19]([O:21][C:22]([CH3:25])([CH3:24])[CH3:23])=[O:20])[CH2:15][CH2:14]1.C1(P(C2C=CC=CC=2)C2C=CC=CC=2)C=CC=CC=1.N(C(OC(C)(C)C)=O)=NC(OC(C)(C)C)=O. Given the product [C:22]([O:21][C:19]([N:16]1[CH2:17][CH2:18][CH:13]([O:4][C:3]2[CH:5]=[CH:6][CH:7]=[CH:8][C:2]=2[C:1]([O:10][CH3:11])=[O:9])[CH2:14][CH2:15]1)=[O:20])([CH3:25])([CH3:23])[CH3:24], predict the reactants needed to synthesize it. (2) The reactants are: [F:1][C:2]1[CH:3]=[C:4]([CH:7]=[CH:8][C:9]=1F)[C:5]#[N:6].[CH3:11][O:12][C:13]([C:15]1[N:16]=[CH:17][NH:18][CH:19]=1)=[O:14].C(=O)([O-])[O-].[K+].[K+]. Given the product [CH3:11][O:12][C:13]([C:15]1[N:16]=[CH:17][N:18]([C:9]2[CH:8]=[CH:7][C:4]([C:5]#[N:6])=[CH:3][C:2]=2[F:1])[CH:19]=1)=[O:14], predict the reactants needed to synthesize it. (3) Given the product [ClH:28].[CH:1]1([S:4]([C:7]2[CH:21]=[CH:20][CH:19]=[CH:18][C:8]=2[CH2:9][NH:10][CH3:11])(=[O:6])=[O:5])[CH2:3][CH2:2]1, predict the reactants needed to synthesize it. The reactants are: [CH:1]1([S:4]([C:7]2[CH:21]=[CH:20][CH:19]=[CH:18][C:8]=2[CH2:9][N:10](C)[C:11](=O)C(F)(F)F)(=[O:6])=[O:5])[CH2:3][CH2:2]1.C(=O)([O-])[O-].[K+].[K+].[ClH:28]. (4) Given the product [NH2:8][C:7]1[N:19]([C:13]2[C:12]([Cl:11])=[CH:17][C:16]([Cl:18])=[CH:15][N:14]=2)[N:20]=[C:2]([CH:3]([CH3:5])[CH3:4])[C:6]=1[C:9]#[N:10], predict the reactants needed to synthesize it. The reactants are: Cl[C:2](=[C:6]([C:9]#[N:10])[C:7]#[N:8])[CH:3]([CH3:5])[CH3:4].[Cl:11][C:12]1[C:13]([NH:19][NH2:20])=[N:14][CH:15]=[C:16]([Cl:18])[CH:17]=1.C(N(CC)CC)C.